From a dataset of Forward reaction prediction with 1.9M reactions from USPTO patents (1976-2016). Predict the product of the given reaction. (1) Given the reactants [CH2:1]([N:3]1[C:7]2=[N:8][C:9]([CH2:48][CH3:49])=[C:10]([CH2:19][NH:20][C:21]([C:23]3[CH:28]=[CH:27][CH:26]=[C:25]([C:29]([NH:31][CH2:32][C:33]4[C:34]([CH3:47])=[C:35]([C:39]5[CH:44]=[CH:43][CH:42]=[C:41]([CH:45]=O)[CH:40]=5)[CH:36]=[CH:37][CH:38]=4)=[O:30])[CH:24]=3)=[O:22])[C:11]([NH:12][CH:13]3[CH2:18][CH2:17][O:16][CH2:15][CH2:14]3)=[C:6]2[CH:5]=[N:4]1)[CH3:2].[N:50]1(C(OC(C)(C)C)=O)[CH2:56][CH2:55][CH2:54][NH:53][CH2:52][CH2:51]1.C(O[BH-](OC(=O)C)OC(=O)C)(=O)C.[Na+].CC(O)=O, predict the reaction product. The product is: [CH2:1]([N:3]1[C:7]2=[N:8][C:9]([CH2:48][CH3:49])=[C:10]([CH2:19][NH:20][C:21]([C:23]3[CH:28]=[CH:27][CH:26]=[C:25]([C:29]([NH:31][CH2:32][C:33]4[C:34]([CH3:47])=[C:35]([C:39]5[CH:44]=[CH:43][CH:42]=[C:41]([CH2:45][N:50]6[CH2:56][CH2:55][CH2:54][NH:53][CH2:52][CH2:51]6)[CH:40]=5)[CH:36]=[CH:37][CH:38]=4)=[O:30])[CH:24]=3)=[O:22])[C:11]([NH:12][CH:13]3[CH2:14][CH2:15][O:16][CH2:17][CH2:18]3)=[C:6]2[CH:5]=[N:4]1)[CH3:2]. (2) Given the reactants N#N.[C:3]([SiH2:7][O:8][C:9]([CH3:18])([CH3:17])[C:10]1[O:14][N:13]=[C:12]([CH:15]=[O:16])[CH:11]=1)([CH3:6])([CH3:5])[CH3:4].[CH3:19][Al](C)C.[NH4+].[Cl-].Cl, predict the reaction product. The product is: [C:3]([SiH2:7][O:8][C:9]([CH3:18])([CH3:17])[C:10]1[O:14][N:13]=[C:12]([CH:15]([OH:16])[CH3:19])[CH:11]=1)([CH3:6])([CH3:4])[CH3:5]. (3) Given the reactants [CH2:1]([NH:8][S:9]([C:12]1[CH:17]=[CH:16][C:15]([CH2:18][C:19]([OH:21])=O)=[CH:14][CH:13]=1)(=[O:11])=[O:10])[C:2]1[CH:7]=[CH:6][CH:5]=[CH:4][CH:3]=1.[CH3:22][O:23][C:24]1[CH:33]=[CH:32][C:31]([N:34]2[CH2:39][CH2:38][N:37]([CH3:40])[CH2:36][CH2:35]2)=[C:30]2[C:25]=1[CH2:26][CH2:27][NH:28][CH2:29]2.CN(C(ON1N=NC2C=CC=NC1=2)=[N+](C)C)C.F[P-](F)(F)(F)(F)F, predict the reaction product. The product is: [CH2:1]([NH:8][S:9]([C:12]1[CH:13]=[CH:14][C:15]([CH2:18][C:19]([N:28]2[CH2:27][CH2:26][C:25]3[C:30](=[C:31]([N:34]4[CH2:39][CH2:38][N:37]([CH3:40])[CH2:36][CH2:35]4)[CH:32]=[CH:33][C:24]=3[O:23][CH3:22])[CH2:29]2)=[O:21])=[CH:16][CH:17]=1)(=[O:10])=[O:11])[C:2]1[CH:3]=[CH:4][CH:5]=[CH:6][CH:7]=1. (4) Given the reactants [CH3:1][C:2]1[C:10]2[NH:9][CH:8]=[CH:7][C:6]=2[C:5]([C:11]([O:13][CH3:14])=[O:12])=[CH:4][CH:3]=1.[H-].[Na+].I[CH:18]([CH3:20])[CH3:19].BrC(C)C, predict the reaction product. The product is: [CH3:1][C:2]1[C:10]2[N:9]([CH:18]([CH3:20])[CH3:19])[CH:8]=[CH:7][C:6]=2[C:5]([C:11]([O:13][CH3:14])=[O:12])=[CH:4][CH:3]=1. (5) Given the reactants C([O:3][C:4](=O)[CH2:5][O:6][C:7]1[CH:12]=[C:11]([Cl:13])[C:10]([Cl:14])=[CH:9][C:8]=1[N+:15]([O-])=O)C.O.O.Cl[Sn]Cl.FC(F)(F)C(O)=O.Cl, predict the reaction product. The product is: [Cl:14][C:10]1[C:11]([Cl:13])=[CH:12][C:7]2[O:6][CH2:5][C:4](=[O:3])[NH:15][C:8]=2[CH:9]=1. (6) Given the reactants [C:1]([O-:6])(=[O:5])[C:2](C)=[CH2:3].C[CH:8]([NH:20][CH3:21])[CH2:9][C:10]1[CH:15]=[CH:14][C:13]2OCCO[C:12]=2[CH:11]=1.C(O)CCC[OH:26].CC(N=N[C:35]([C:38]#N)(C)C)(C#N)C, predict the reaction product. The product is: [C:21]([NH:20][CH2:8][CH2:9][CH2:10][CH2:15][CH2:14][CH2:13][CH2:12][CH2:11][CH2:3][CH2:2][C:1]([OH:6])=[O:5])(=[O:26])[CH:35]=[CH2:38]. (7) Given the reactants [Cl:1][CH2:2][CH2:3][CH2:4][S:5]([O:8][CH2:9][C:10]([CH3:23])([CH3:22])[C@@H:11]([O:14][CH2:15][C:16]1[CH:21]=[CH:20][CH:19]=[CH:18][CH:17]=1)[CH:12]=[O:13])(=[O:7])=[O:6].CC(C)=[O:26], predict the reaction product. The product is: [Cl:1][CH2:2][CH2:3][CH2:4][S:5]([O:8][CH2:9][C:10]([CH3:23])([CH3:22])[C@@H:11]([O:14][CH2:15][C:16]1[CH:17]=[CH:18][CH:19]=[CH:20][CH:21]=1)[C:12]([OH:26])=[O:13])(=[O:7])=[O:6].